Dataset: NCI-60 drug combinations with 297,098 pairs across 59 cell lines. Task: Regression. Given two drug SMILES strings and cell line genomic features, predict the synergy score measuring deviation from expected non-interaction effect. (1) Drug 1: CCC1(CC2CC(C3=C(CCN(C2)C1)C4=CC=CC=C4N3)(C5=C(C=C6C(=C5)C78CCN9C7C(C=CC9)(C(C(C8N6C=O)(C(=O)OC)O)OC(=O)C)CC)OC)C(=O)OC)O.OS(=O)(=O)O. Drug 2: CC1=C(C(=CC=C1)Cl)NC(=O)C2=CN=C(S2)NC3=CC(=NC(=N3)C)N4CCN(CC4)CCO. Cell line: HS 578T. Synergy scores: CSS=19.0, Synergy_ZIP=-2.27, Synergy_Bliss=5.14, Synergy_Loewe=4.66, Synergy_HSA=5.91. (2) Drug 1: CCC1(CC2CC(C3=C(CCN(C2)C1)C4=CC=CC=C4N3)(C5=C(C=C6C(=C5)C78CCN9C7C(C=CC9)(C(C(C8N6C)(C(=O)OC)O)OC(=O)C)CC)OC)C(=O)OC)O.OS(=O)(=O)O. Drug 2: COC1=NC(=NC2=C1N=CN2C3C(C(C(O3)CO)O)O)N. Cell line: NCI-H522. Synergy scores: CSS=-1.35, Synergy_ZIP=0.754, Synergy_Bliss=-0.237, Synergy_Loewe=-1.32, Synergy_HSA=-1.39.